This data is from Forward reaction prediction with 1.9M reactions from USPTO patents (1976-2016). The task is: Predict the product of the given reaction. (1) Given the reactants C(OC([NH:8][CH2:9][C:10]1[CH:11]=[CH:12][C:13]([Cl:20])=[C:14]([CH:19]=1)[C:15]([O:17][CH3:18])=[O:16])=O)(C)(C)C.Cl, predict the reaction product. The product is: [ClH:20].[NH2:8][CH2:9][C:10]1[CH:11]=[CH:12][C:13]([Cl:20])=[C:14]([CH:19]=1)[C:15]([O:17][CH3:18])=[O:16]. (2) Given the reactants [CH:1]1([CH:7]2[CH2:12][NH:11][CH2:10][C:9](=[O:13])[N:8]2[C:14]2[CH:18]=[C:17]([C:19]3[CH:24]=[CH:23][CH:22]=[CH:21][CH:20]=3)[S:16][C:15]=2[C:25]([OH:27])=[O:26])[CH2:6][CH2:5][CH2:4][CH2:3][CH2:2]1.[Cl:28][C:29]1[N:34]=[CH:33][C:32]([S:35](Cl)(=[O:37])=[O:36])=[CH:31][CH:30]=1.[OH-].[Na+].Cl, predict the reaction product. The product is: [Cl:28][C:29]1[N:34]=[CH:33][C:32]([S:35]([N:11]2[CH2:10][C:9](=[O:13])[N:8]([C:14]3[CH:18]=[C:17]([C:19]4[CH:20]=[CH:21][CH:22]=[CH:23][CH:24]=4)[S:16][C:15]=3[C:25]([OH:27])=[O:26])[C@H:7]([CH:1]3[CH2:2][CH2:3][CH2:4][CH2:5][CH2:6]3)[CH2:12]2)(=[O:37])=[O:36])=[CH:31][CH:30]=1.